Task: Predict the reaction yield, written as a fraction of the theoretical maximum amount of product (1.0 means a 100% yield; for example, 0.34 means a 34% yield).. Dataset: Reaction yield outcomes from USPTO patents with 853,638 reactions (1) The reactants are [C:1]1([CH2:7][O:8][C:9](=[O:23])[NH:10][CH2:11][S:12]([C:15]2[CH:20]=[CH:19][C:18]([NH2:21])=[C:17]([NH2:22])[CH:16]=2)(=[O:14])=[O:13])[CH:6]=[CH:5][CH:4]=[CH:3][CH:2]=1.[CH:24](O)=O. No catalyst specified. The product is [NH:21]1[C:18]2[CH:19]=[CH:20][C:15]([S:12]([CH2:11][NH:10][C:9](=[O:23])[O:8][CH2:7][C:1]3[CH:6]=[CH:5][CH:4]=[CH:3][CH:2]=3)(=[O:13])=[O:14])=[CH:16][C:17]=2[N:22]=[CH:24]1. The yield is 0.810. (2) The reactants are [CH:1]1([NH2:7])[CH2:6][CH2:5][CH2:4][CH2:3][CH2:2]1.CCN(C(C)C)C(C)C.[Br:17][C:18]1[CH:19]=[CH:20][C:21]([Cl:28])=[C:22]([S:24](Cl)(=[O:26])=[O:25])[CH:23]=1.Cl. The catalyst is C(Cl)Cl. The product is [Br:17][C:18]1[CH:19]=[CH:20][C:21]([Cl:28])=[C:22]([S:24]([NH:7][CH:1]2[CH2:6][CH2:5][CH2:4][CH2:3][CH2:2]2)(=[O:26])=[O:25])[CH:23]=1. The yield is 0.990.